Dataset: Reaction yield outcomes from USPTO patents with 853,638 reactions. Task: Predict the reaction yield, written as a fraction of the theoretical maximum amount of product (1.0 means a 100% yield; for example, 0.34 means a 34% yield). (1) The reactants are C(NC(C)C)(C)C.C([Li])CCC.[F:13][C:14]([F:27])([F:26])[S:15][C:16]1[CH:21]=[CH:20][C:19]([CH2:22][C:23]([OH:25])=[O:24])=[CH:18][CH:17]=1.I[CH2:29][CH:30]1[CH2:34][CH2:33][CH2:32][CH2:31]1. The catalyst is O1CCCC1.CN1CCCN(C)C1=O. The product is [CH:30]1([CH2:29][CH:22]([C:19]2[CH:18]=[CH:17][C:16]([S:15][C:14]([F:26])([F:13])[F:27])=[CH:21][CH:20]=2)[C:23]([OH:25])=[O:24])[CH2:34][CH2:33][CH2:32][CH2:31]1. The yield is 0.580. (2) The reactants are [CH3:1][O:2][C:3]1[CH:4]=[C:5]2[C:10](=[CH:11][C:12]=1[O:13][CH3:14])[N:9]=[CH:8][CH:7]=[C:6]2[O:15][C:16]1[CH:22]=[CH:21][C:19]([NH2:20])=[C:18]([CH3:23])[C:17]=1[CH3:24].Cl[C:26](Cl)([O:28]C(=O)OC(Cl)(Cl)Cl)Cl.[NH2:37][C:38]1[CH:43]=[CH:42][C:41]([Cl:44])=[CH:40][N:39]=1.C(=O)([O-])O.[Na+]. The catalyst is C(Cl)(Cl)Cl.C(N(CC)CC)C.ClCCl. The product is [Cl:44][C:41]1[CH:42]=[CH:43][C:38]([NH:37][C:26]([NH:20][C:19]2[CH:21]=[CH:22][C:16]([O:15][C:6]3[C:5]4[C:10](=[CH:11][C:12]([O:13][CH3:14])=[C:3]([O:2][CH3:1])[CH:4]=4)[N:9]=[CH:8][CH:7]=3)=[C:17]([CH3:24])[C:18]=2[CH3:23])=[O:28])=[N:39][CH:40]=1. The yield is 0.770. (3) The reactants are [C:1]([C:5]1[CH:10]=[C:9]([F:11])[C:8]([N+:12]([O-])=O)=[CH:7][C:6]=1[OH:15])([CH3:4])([CH3:3])[CH3:2].C([O-])=O.[NH4+]. The catalyst is CCO.[Pd]. The product is [C:1]([C:5]1[CH:10]=[C:9]([F:11])[C:8]([NH2:12])=[CH:7][C:6]=1[OH:15])([CH3:4])([CH3:2])[CH3:3]. The yield is 0.830. (4) The reactants are [CH3:1][O:2][CH2:3][CH:4]([NH:6][C:7]([C:9]1[CH:10]=[C:11]([C:18]2[CH:23]=[CH:22][C:21]([CH3:24])=[CH:20][CH:19]=2)[CH:12]=[C:13]([N+:15]([O-])=O)[CH:14]=1)=[O:8])[CH3:5].Cl[Sn]Cl. The yield is 0.903. The product is [CH3:1][O:2][CH2:3][CH:4]([NH:6][C:7]([C:9]1[CH:10]=[C:11]([C:18]2[CH:19]=[CH:20][C:21]([CH3:24])=[CH:22][CH:23]=2)[CH:12]=[C:13]([NH2:15])[CH:14]=1)=[O:8])[CH3:5]. The catalyst is CO. (5) The reactants are [CH3:1][CH2:2][N:3]([CH:7]([CH3:9])C)[CH:4]([CH3:6])C.[F:10][C:11]1[CH:16]=[CH:15][C:14]([C:17]2[O:21][N:20]=[C:19]([C:22]([NH:24]CC(O)=O)=[O:23])[CH:18]=2)=[CH:13][CH:12]=1.C1(C2[O:39]N=C(C(NCC(O)=O)=O)C=2)C=CC=CC=1.FC1C=CC(C(=O)C)=CC=1.C1C=CC2N(O)N=NC=2C=1.CCN=C=NCCCN(C)C.Cl.Cl.[Cl:80][C:81]1[C:86]([O:87][CH:88]2CCNCC2)=[CH:85][CH:84]=[CH:83][N:82]=1.Cl.ClC1C=CC=CC=1OC1CCNCC1. The catalyst is CN(C=O)C.O. The product is [Cl:80][C:81]1[C:86]([O:87][CH:88]2[CH2:1][CH2:2][N:3]([C:4](=[O:39])[CH2:6][NH:24][C:22]([C:19]3[CH:18]=[C:17]([C:14]4[CH:13]=[CH:12][C:11]([F:10])=[CH:16][CH:15]=4)[O:21][N:20]=3)=[O:23])[CH2:7][CH2:9]2)=[CH:85][CH:84]=[CH:83][N:82]=1. The yield is 0.500. (6) The reactants are [CH2:1]([O:3][C:4](=[O:17])[CH2:5][C@H:6]1[C:14]2[C:9](=[CH:10][C:11]([O:15]C)=[CH:12][CH:13]=2)[CH2:8][CH2:7]1)[CH3:2].[Al+3].[Cl-].[Cl-].[Cl-].CCS. The catalyst is C(Cl)Cl. The product is [CH2:1]([O:3][C:4](=[O:17])[CH2:5][C@H:6]1[C:14]2[C:9](=[CH:10][C:11]([OH:15])=[CH:12][CH:13]=2)[CH2:8][CH2:7]1)[CH3:2]. The yield is 0.960.